Dataset: Catalyst prediction with 721,799 reactions and 888 catalyst types from USPTO. Task: Predict which catalyst facilitates the given reaction. (1) Reactant: [CH3:1][O:2][C:3]1[CH:4]=[CH:5][C:6]2[O:10][CH:9]=[C:8]([CH2:11][CH2:12]O)[C:7]=2[CH:14]=1.C1(P(C2C=CC=CC=2)C2C=CC=CC=2)C=CC=CC=1.[I:34]I.N1C=CN=C1. Product: [CH3:1][O:2][C:3]1[CH:4]=[CH:5][C:6]2[O:10][CH:9]=[C:8]([CH2:11][CH2:12][I:34])[C:7]=2[CH:14]=1. The catalyst class is: 1. (2) Reactant: [Br:1]Br.[CH:3]([O:5][CH2:6][CH3:7])=[CH2:4].C(NC(C)C)(C)C.[OH:15][C:16]1[C:17]([O:41][CH3:42])=[CH:18][CH:19]=[C:20]([CH:39]=[O:40])[C:21]=1[C:22]1[CH:27]=[CH:26][C:25]([O:28][Si:29]([CH:36]([CH3:38])[CH3:37])([CH:33]([CH3:35])[CH3:34])[CH:30]([CH3:32])[CH3:31])=[CH:24][CH:23]=1. Product: [Br:1][CH2:4][CH:3]([O:5][CH2:6][CH3:7])[O:15][C:16]1[C:17]([O:41][CH3:42])=[CH:18][CH:19]=[C:20]([CH:39]=[O:40])[C:21]=1[C:22]1[CH:23]=[CH:24][C:25]([O:28][Si:29]([CH:30]([CH3:31])[CH3:32])([CH:36]([CH3:38])[CH3:37])[CH:33]([CH3:34])[CH3:35])=[CH:26][CH:27]=1. The catalyst class is: 2. (3) Reactant: [O:1]=[C:2]1[CH2:7][CH2:6][CH2:5][CH2:4][CH:3]1[C:8]([O:10]CC)=[O:9].[OH-].[Na+]. Product: [O:1]=[C:2]1[CH2:7][CH2:6][CH2:5][CH2:4][CH:3]1[C:8]([OH:10])=[O:9]. The catalyst class is: 6. (4) Reactant: FC(F)(F)C(O)=O.[CH2:8]([N:10]([CH2:62][CH3:63])[CH2:11][CH2:12][NH:13][C:14]([C:16]1[CH:21]=[CH:20][C:19]([C:22]2[CH:27]=[CH:26][C:25]([CH2:28][C@H:29]([NH:44][C:45]([C@H:47]3[CH2:52][CH2:51][C@H:50]([CH2:53][NH:54]C(=O)OC(C)(C)C)[CH2:49][CH2:48]3)=[O:46])[C:30](=[O:43])[NH:31][C:32]3[CH:37]=[CH:36][C:35]([C:38]4[N:39]=[N:40][NH:41][N:42]=4)=[CH:34][CH:33]=3)=[CH:24][CH:23]=2)=[CH:18][CH:17]=1)=[O:15])[CH3:9].[ClH:64]. Product: [ClH:64].[NH2:54][CH2:53][C@H:50]1[CH2:51][CH2:52][C@H:47]([C:45]([NH:44][C@H:29]([C:30](=[O:43])[NH:31][C:32]2[CH:37]=[CH:36][C:35]([C:38]3[N:39]=[N:40][NH:41][N:42]=3)=[CH:34][CH:33]=2)[CH2:28][C:25]2[CH:24]=[CH:23][C:22]([C:19]3[CH:20]=[CH:21][C:16]([C:14]([NH:13][CH2:12][CH2:11][N:10]([CH2:62][CH3:63])[CH2:8][CH3:9])=[O:15])=[CH:17][CH:18]=3)=[CH:27][CH:26]=2)=[O:46])[CH2:48][CH2:49]1. The catalyst class is: 12.